Dataset: Full USPTO retrosynthesis dataset with 1.9M reactions from patents (1976-2016). Task: Predict the reactants needed to synthesize the given product. (1) Given the product [CH2:12]([NH:11][C:9](=[O:10])[C:8]([C:5]1[CH:6]=[CH:7][C:2]([C:25]2[CH:26]=[CH:27][CH:28]=[C:23]([C:21]([O:20][CH2:18][CH3:19])=[O:22])[CH:24]=2)=[CH:3][CH:4]=1)([CH3:17])[CH3:16])[CH:13]([CH3:15])[CH3:14], predict the reactants needed to synthesize it. The reactants are: Br[C:2]1[CH:7]=[CH:6][C:5]([C:8]([CH3:17])([CH3:16])[C:9]([NH:11][CH2:12][CH:13]([CH3:15])[CH3:14])=[O:10])=[CH:4][CH:3]=1.[CH2:18]([O:20][C:21]([C:23]1[CH:24]=[C:25](B(O)O)[CH:26]=[CH:27][CH:28]=1)=[O:22])[CH3:19]. (2) Given the product [C:1]1([S:7]([N:10]2[CH2:14][CH:13]([C:15]3[CH:16]=[C:17]([C:29]4[CH:34]=[CH:33][CH:32]=[C:31]([S:35]([NH2:38])(=[O:37])=[O:36])[CH:30]=4)[CH:18]=[CH:19][CH:20]=3)[N:12]([CH:22]([CH3:24])[CH3:23])[C:11]2=[O:25])(=[O:9])=[O:8])[CH:6]=[CH:5][CH:4]=[CH:3][CH:2]=1, predict the reactants needed to synthesize it. The reactants are: [C:1]1([S:7]([N:10]2[CH2:14][CH:13]([C:15]3[CH:20]=[CH:19][CH:18]=[C:17](Br)[CH:16]=3)[N:12]([CH:22]([CH3:24])[CH3:23])[C:11]2=[O:25])(=[O:9])=[O:8])[CH:6]=[CH:5][CH:4]=[CH:3][CH:2]=1.B([C:29]1[CH:30]=[C:31]([S:35]([NH2:38])(=[O:37])=[O:36])[CH:32]=[CH:33][CH:34]=1)(O)O.C(=O)([O-])[O-].[Na+].[Na+]. (3) Given the product [CH3:25][C:18]1[CH:19]=[CH:14][C:15]([S:20](/[N:22]=[CH:5]\[CH:4]([CH2:7][C:8]([F:11])([F:10])[F:9])[CH2:3][C:2]([F:13])([F:12])[F:1])=[O:21])=[CH:16][CH:17]=1, predict the reactants needed to synthesize it. The reactants are: [F:1][C:2]([F:13])([F:12])[CH2:3][CH:4]([CH2:7][C:8]([F:11])([F:10])[F:9])[CH:5]=O.[C:14]1(C)[C:15]([S@@:20]([NH2:22])=[O:21])=[CH:16][CH:17]=[CH:18][CH:19]=1.O.[CH3:25]COCC. (4) Given the product [N:16]([CH2:2][C:3]1[CH:4]=[C:5]([CH3:15])[C:6]([O:9][CH2:10][C:11]([F:14])([F:13])[F:12])=[N:7][CH:8]=1)=[N+:17]=[N-:18], predict the reactants needed to synthesize it. The reactants are: Cl[CH2:2][C:3]1[CH:4]=[C:5]([CH3:15])[C:6]([O:9][CH2:10][C:11]([F:14])([F:13])[F:12])=[N:7][CH:8]=1.[N-:16]=[N+:17]=[N-:18].[Na+].O. (5) Given the product [ClH:42].[F:41][CH:2]([F:1])[C:3]([NH:5][CH2:6][CH2:7][N:8]1[C:13]2[CH:14]=[C:15]([C:19]([N:21]([CH:35]([CH3:36])[CH3:37])[C@@H:22]3[CH2:27][CH2:26][CH2:25][NH:24][CH2:23]3)=[O:20])[C:16]([CH3:18])=[CH:17][C:12]=2[S:11][C:10]([CH3:39])([CH3:38])[C:9]1=[O:40])=[O:4], predict the reactants needed to synthesize it. The reactants are: [F:1][CH:2]([F:41])[C:3]([NH:5][CH2:6][CH2:7][N:8]1[C:13]2[CH:14]=[C:15]([C:19]([N:21]([CH:35]([CH3:37])[CH3:36])[C@@H:22]3[CH2:27][CH2:26][CH2:25][N:24](C(OC(C)(C)C)=O)[CH2:23]3)=[O:20])[C:16]([CH3:18])=[CH:17][C:12]=2[S:11][C:10]([CH3:39])([CH3:38])[C:9]1=[O:40])=[O:4].[ClH:42].O1CCOCC1.